Task: Regression/Classification. Given a drug SMILES string, predict its toxicity properties. Task type varies by dataset: regression for continuous values (e.g., LD50, hERG inhibition percentage) or binary classification for toxic/non-toxic outcomes (e.g., AMES mutagenicity, cardiotoxicity, hepatotoxicity). Dataset: herg_karim.. Dataset: hERG potassium channel inhibition data for cardiac toxicity prediction from Karim et al. (1) The molecule is COc1ccc(-c2cc(-c3ccc(S(=O)(=O)NC4CC4)cc3)cnc2N)cn1. The result is 1 (blocker). (2) The molecule is CS(=O)(=O)Cc1cc(N2CCOCC2)nc(-c2ccc3[nH]cnc3c2)n1. The result is 0 (non-blocker). (3) The drug is COc1cccc(S(=O)(=O)N2Cc3ccc(/C=C/C(=O)NO)cc3C2)c1. The result is 0 (non-blocker).